Dataset: Full USPTO retrosynthesis dataset with 1.9M reactions from patents (1976-2016). Task: Predict the reactants needed to synthesize the given product. Given the product [NH2:12][C:4]1[CH:3]=[C:2]([CH3:1])[CH:10]=[C:9]([CH3:11])[C:5]=1[C:6]([NH2:8])=[O:7], predict the reactants needed to synthesize it. The reactants are: [CH3:1][C:2]1[CH:10]=[C:9]([CH3:11])[C:5]([C:6]([NH2:8])=[O:7])=[C:4]([N+:12]([O-])=O)[CH:3]=1.